This data is from Forward reaction prediction with 1.9M reactions from USPTO patents (1976-2016). The task is: Predict the product of the given reaction. Given the reactants [C:1]([O:4][C:5]([CH3:8])([CH3:7])[CH3:6])(=[O:3])[CH3:2].C(NC(C)C)(C)C.[Li].C1COCC1.CCCCCCC.[CH:29]1(/[C:32](=[N:34]/[S:35]([C:37]([CH3:40])([CH3:39])[CH3:38])=[O:36])/[CH3:33])[CH2:31][CH2:30]1, predict the reaction product. The product is: [C:37]([S:35]([NH:34][C:32]([CH:29]1[CH2:31][CH2:30]1)([CH3:33])[CH2:2][C:1]([O:4][C:5]([CH3:8])([CH3:7])[CH3:6])=[O:3])=[O:36])([CH3:38])([CH3:39])[CH3:40].